Dataset: KCNQ2 potassium channel screen with 302,405 compounds. Task: Binary Classification. Given a drug SMILES string, predict its activity (active/inactive) in a high-throughput screening assay against a specified biological target. (1) The compound is Clc1c(C=2N=c3n([nH]cn3)C(C2)c2occc2)cccc1. The result is 0 (inactive). (2) The drug is O=[n+]1c2CCCc2n([O-])c2c1cccc2. The result is 0 (inactive). (3) The drug is O=C(N1CCN(CC1)c1nc(N2CCN(CC2)C(=O)C(n2nnc(C(N)CC(C)C)c2)CCC(O)=O)nc(n1)NCCOCCOCCOCC#C)C(n1nnc(c1)C(N)CO)C(CC)C. The result is 0 (inactive). (4) The drug is S(CC(=O)Nc1sc(SCC)nn1)c1n(N)c(=O)cnn1. The result is 0 (inactive). (5) The molecule is O(C(=O)C1CCN(CC1)C(=O)CN1C(=O)C(Oc2c1cccc2)CC)CC. The result is 0 (inactive). (6) The molecule is Brc1c(/C=N\N2C(CCCC2C)C)cccc1. The result is 0 (inactive). (7) The drug is s1c2CCCCc2c(c1NC(=O)CSc1nc2c(CCc3c2cccc3)c(n1)C(F)(F)F)C#N. The result is 0 (inactive).